Task: Predict the reactants needed to synthesize the given product.. Dataset: Full USPTO retrosynthesis dataset with 1.9M reactions from patents (1976-2016) (1) Given the product [CH3:8][C:9]1[C:17]2[C:12](=[CH:13][CH:14]=[C:15]([CH:18]([C:24]3[CH:29]=[CH:28][CH:27]=[CH:26][CH:25]=3)[CH2:19][CH2:20][NH:22][CH3:23])[CH:16]=2)[NH:11][N:10]=1, predict the reactants needed to synthesize it. The reactants are: FC(F)(F)C([O-])=O.[CH3:8][C:9]1[C:17]2[C:12](=[CH:13][CH:14]=[C:15]([CH:18]([C:24]3[CH:29]=[CH:28][CH:27]=[CH:26][CH:25]=3)[CH2:19][C:20]([NH:22][CH3:23])=O)[CH:16]=2)[NH:11][N:10]=1.N1C2C(=CC=CC=2C(C2C=CC=CC=2)CCNC)C=C1. (2) Given the product [NH:1]1[C:9]2[C:4](=[CH:5][CH:6]=[CH:7][CH:8]=2)[C:3]([CH2:10][C@H:11]([NH:35][S:36]([C:39]2[CH:40]=[CH:41][C:42]([N+:45]([O-:47])=[O:46])=[CH:43][CH:44]=2)(=[O:37])=[O:38])[CH2:12][NH:13][C:20]2[O:24][N:23]=[C:22]([C:25]3[CH:26]=[C:27]4[C:32](=[CH:33][CH:34]=3)[CH:31]=[N:30][CH:29]=[CH:28]4)[CH:21]=2)=[CH:2]1, predict the reactants needed to synthesize it. The reactants are: [NH:1]1[C:9]2[C:4](=[CH:5][CH:6]=[CH:7][CH:8]=2)[C:3]([CH2:10][C@H:11]([NH:35][S:36]([C:39]2[CH:44]=[CH:43][C:42]([N+:45]([O-:47])=[O:46])=[CH:41][CH:40]=2)(=[O:38])=[O:37])[CH2:12][N:13]([C:20]2[O:24][N:23]=[C:22]([C:25]3[CH:26]=[C:27]4[C:32](=[CH:33][CH:34]=3)[CH:31]=[N:30][CH:29]=[CH:28]4)[CH:21]=2)C(=O)OCC=C)=[CH:2]1.C[Si](C)(C)NO[Si](C)(C)C. (3) Given the product [C:15]([C:18]1[CH:23]=[CH:22][C:21]([C:2]2[CH:11]=[C:10]([C:12]([OH:14])=[O:13])[C:9]3[C:4](=[CH:5][CH:6]=[CH:7][CH:8]=3)[N:3]=2)=[CH:20][CH:19]=1)(=[O:17])[NH2:16], predict the reactants needed to synthesize it. The reactants are: Cl[C:2]1[CH:11]=[C:10]([C:12]([OH:14])=[O:13])[C:9]2[C:4](=[CH:5][CH:6]=[CH:7][CH:8]=2)[N:3]=1.[C:15]([C:18]1[CH:23]=[CH:22][C:21](B(O)O)=[CH:20][CH:19]=1)(=[O:17])[NH2:16].CN1CCN(C2N=CC=CC=2B2OC(C)(C)C(C)(C)O2)CC1.CN1CCN(C2N=CC(C3C=C(C(O)=O)C4C(=CC=CC=4)N=3)=CC=2)CC1. (4) Given the product [CH3:11][N:12]1[CH:16]2[CH2:17][CH2:18][C:13]1([CH:19]=[O:20])[CH2:14][CH2:15]2, predict the reactants needed to synthesize it. The reactants are: C(Cl)(=O)C(Cl)=O.CS(C)=O.[CH3:11][N:12]1[CH:16]2[CH2:17][CH2:18][C:13]1([CH2:19][OH:20])[CH2:14][CH2:15]2.C(N(CC)CC)C.